This data is from Forward reaction prediction with 1.9M reactions from USPTO patents (1976-2016). The task is: Predict the product of the given reaction. (1) Given the reactants [CH3:1][N:2]([CH3:14])/[CH:3]=[N:4]/[C:5]1[N:10]=[C:9]2[CH:11]=[CH:12][NH:13][C:8]2=[CH:7][CH:6]=1.[CH3:15]N(C)C=O.[H-].[Na+].IC, predict the reaction product. The product is: [CH3:1][N:2]([CH3:14])/[CH:3]=[N:4]/[C:5]1[N:10]=[C:9]2[CH:11]=[CH:12][N:13]([CH3:15])[C:8]2=[CH:7][CH:6]=1. (2) Given the reactants C(=O)([O-])[O-].[Cs+].[Cs+].Br[CH2:8][C:9]1[CH:14]=[CH:13][CH:12]=[CH:11][C:10]=1[Cl:15].[N:16]1([C:22]2[N:23]=[C:24]3[NH:32][C@H:31]([C:33]([F:36])([F:35])[F:34])[CH2:30][CH2:29][N:25]3[C:26](=[O:28])[CH:27]=2)[CH2:21][CH2:20][O:19][CH2:18][CH2:17]1.O, predict the reaction product. The product is: [Cl:15][C:10]1[CH:11]=[CH:12][CH:13]=[CH:14][C:9]=1[CH2:8][N:32]1[C:24]2=[N:23][C:22]([N:16]3[CH2:21][CH2:20][O:19][CH2:18][CH2:17]3)=[CH:27][C:26](=[O:28])[N:25]2[CH2:29][CH2:30][C@H:31]1[C:33]([F:34])([F:35])[F:36]. (3) The product is: [Br:3][C:11]1[C:10]2[C:15](=[CH:16][C:7]([Cl:6])=[CH:8][CH:9]=2)[N:14]=[C:13]([C:17]2[CH:22]=[CH:21][CH:20]=[CH:19][CH:18]=2)[CH:12]=1. Given the reactants P(Br)(Br)([Br:3])=O.[Cl:6][C:7]1[CH:16]=[C:15]2[C:10]([C:11](O)=[CH:12][C:13]([C:17]3[CH:22]=[CH:21][CH:20]=[CH:19][CH:18]=3)=[N:14]2)=[CH:9][CH:8]=1.CN(C=O)C.C, predict the reaction product. (4) Given the reactants [F:1][C:2]([F:30])([F:29])[O:3][C:4]1[C:5]([CH2:20][NH:21]C(=O)OC(C)(C)C)=[CH:6][C:7]([C:10]2[CH:15]=[CH:14][C:13]([C:16]([F:19])([F:18])[F:17])=[CH:12][CH:11]=2)=[N:8][CH:9]=1.[ClH:31], predict the reaction product. The product is: [ClH:31].[F:30][C:2]([F:1])([F:29])[O:3][C:4]1[C:5]([CH2:20][NH2:21])=[CH:6][C:7]([C:10]2[CH:11]=[CH:12][C:13]([C:16]([F:17])([F:18])[F:19])=[CH:14][CH:15]=2)=[N:8][CH:9]=1. (5) The product is: [F:1][C:2]1[CH:32]=[CH:31][C:5]([CH2:6][N:7]2[C:12](=[O:13])[C:11]([C:14]3[NH:19][C:18]4[CH:20]=[CH:21][C:22]([N:48]([CH3:47])[S:49]([CH3:52])(=[O:51])=[O:50])=[CH:23][C:17]=4[S:16](=[O:26])(=[O:25])[N:15]=3)=[C:10]([OH:27])[C:9]3=[CH:28][CH:29]=[CH:30][N:8]23)=[CH:4][CH:3]=1. Given the reactants [F:1][C:2]1[CH:32]=[CH:31][C:5]([CH2:6][N:7]2[C:12](=[O:13])[C:11]([C:14]3[NH:19][C:18]4[CH:20]=[CH:21][C:22](I)=[CH:23][C:17]=4[S:16](=[O:26])(=[O:25])[N:15]=3)=[C:10]([OH:27])[C:9]3=[CH:28][CH:29]=[CH:30][N:8]23)=[CH:4][CH:3]=1.P([O-])([O-])([O-])=O.[K+].[K+].[K+].N(CC(O)=O)C.[CH3:47][NH:48][S:49]([CH3:52])(=[O:51])=[O:50], predict the reaction product.